From a dataset of Forward reaction prediction with 1.9M reactions from USPTO patents (1976-2016). Predict the product of the given reaction. (1) Given the reactants [ClH:1].[CH3:2][N:3]1[CH:8]=[C:7]([C:9]2[CH:23]=[CH:22][C:12]([CH2:13][NH:14]C(=O)OC(C)(C)C)=[CH:11][CH:10]=2)[C:6]2[O:24][C:25]([CH2:27][N:28]3[CH2:33][CH2:32][N:31]([S:34]([CH3:37])(=[O:36])=[O:35])[CH2:30][CH2:29]3)=[CH:26][C:5]=2[C:4]1=[O:38], predict the reaction product. The product is: [ClH:1].[NH2:14][CH2:13][C:12]1[CH:11]=[CH:10][C:9]([C:7]2[C:6]3[O:24][C:25]([CH2:27][N:28]4[CH2:29][CH2:30][N:31]([S:34]([CH3:37])(=[O:36])=[O:35])[CH2:32][CH2:33]4)=[CH:26][C:5]=3[C:4](=[O:38])[N:3]([CH3:2])[CH:8]=2)=[CH:23][CH:22]=1. (2) Given the reactants [Cl:1][C:2]1[CH:3]=[C:4]([CH2:8][CH2:9][NH:10][C:11]([C:13]2[N:14]=[C:15]([CH2:18][NH2:19])[S:16][CH:17]=2)=[O:12])[CH:5]=[CH:6][CH:7]=1.[CH2:20]([C:22]1[CH:27]=[CH:26][C:25]([N:28]=[C:29]=[O:30])=[CH:24][CH:23]=1)[CH3:21], predict the reaction product. The product is: [Cl:1][C:2]1[CH:3]=[C:4]([CH2:8][CH2:9][NH:10][C:11]([C:13]2[N:14]=[C:15]([CH2:18][NH:19][C:29]([NH:28][C:25]3[CH:26]=[CH:27][C:22]([CH2:20][CH3:21])=[CH:23][CH:24]=3)=[O:30])[S:16][CH:17]=2)=[O:12])[CH:5]=[CH:6][CH:7]=1. (3) Given the reactants [CH2:1]([C@H:6]1[CH2:8][C@@H:7]1[CH2:9]/[CH:10]=[CH:11]\[CH2:12][OH:13])[CH2:2][CH2:3][CH2:4][CH3:5].[CH2:14]([C@@H]1C[C@H]1C/C=C\CO)CCCC, predict the reaction product. The product is: [CH2:1]([C@@H:6]1[CH2:8][C@@H:7]1[CH2:9][C@@H:10]1[CH2:14][C@@H:11]1[CH2:12][OH:13])[CH2:2][CH2:3][CH2:4][CH3:5]. (4) The product is: [CH3:13][O:11][C:10]([C:3]1[C:2]([NH:1][C:33]([C:26]2[C:27]3[C:32](=[CH:31][CH:30]=[CH:29][CH:28]=3)[C:23]([CH3:22])=[CH:24][CH:25]=2)=[O:34])=[CH:7][CH:6]=[C:5]([O:8][CH3:9])[N:4]=1)=[O:12]. Given the reactants [NH2:1][C:2]1[C:3]([C:10]([OH:12])=[O:11])=[N:4][C:5]([O:8][CH3:9])=[CH:6][CH:7]=1.[CH3:13]CN(C(C)C)C(C)C.[CH3:22][C:23]1[C:32]2[C:27](=[CH:28][CH:29]=[CH:30][CH:31]=2)[C:26]([C:33](Cl)=[O:34])=[CH:25][CH:24]=1.C([O-])([O-])=O.[K+].[K+].CI, predict the reaction product. (5) Given the reactants [N:1]([C@H:4]1[C:13]2[C:8](=[N:9][C:10]([C:21]3[CH:26]=[CH:25][C:24]([Cl:27])=[CH:23][C:22]=3[Cl:28])=[C:11]([C:14]3[CH:19]=[CH:18][C:17]([Cl:20])=[CH:16][CH:15]=3)[CH:12]=2)[O:7][C:6]([CH3:30])([CH3:29])[CH2:5]1)=[N+]=[N-].O.CP(C)C, predict the reaction product. The product is: [Cl:20][C:17]1[CH:16]=[CH:15][C:14]([C:11]2[CH:12]=[C:13]3[C@H:4]([NH2:1])[CH2:5][C:6]([CH3:30])([CH3:29])[O:7][C:8]3=[N:9][C:10]=2[C:21]2[CH:26]=[CH:25][C:24]([Cl:27])=[CH:23][C:22]=2[Cl:28])=[CH:19][CH:18]=1. (6) Given the reactants C(#N)C.[CH3:4][C:5]([C:7]1[CH:16]=[CH:15][C:14]2[C:9](=[CH:10][CH:11]=[CH:12][CH:13]=2)[CH:8]=1)=[O:6].OI(C1C=CC=CC=1)[O:19][S:20]([C:23]1[CH:29]=[CH:28][C:26]([CH3:27])=[CH:25][CH:24]=1)(=[O:22])=[O:21], predict the reaction product. The product is: [S:20]([O:22][CH2:4][C:5]([C:7]1[CH:16]=[CH:15][C:14]2[C:9](=[CH:10][CH:11]=[CH:12][CH:13]=2)[CH:8]=1)=[O:6])([C:23]1[CH:29]=[CH:28][C:26]([CH3:27])=[CH:25][CH:24]=1)(=[O:21])=[O:19]. (7) Given the reactants C[O:2][C:3](=O)[CH2:4][C:5](=O)[CH3:6].Br[CH2:10][C:11]([C:13]1[CH:18]=[C:17]([O:19][CH3:20])[CH:16]=[CH:15][C:14]=1[O:21][CH3:22])=O.[F:23][C:24]1[CH:25]=[C:26]([CH:30]=[CH:31][CH:32]=1)[CH2:27][CH2:28][NH2:29].[F:33][C:34]([F:39])([F:38])[CH2:35][CH2:36][NH2:37], predict the reaction product. The product is: [F:33][C:34]([F:39])([F:38])[CH2:35][CH2:36][NH:37][C:3]([C:4]1[CH:10]=[C:11]([C:13]2[CH:18]=[C:17]([O:19][CH3:20])[CH:16]=[CH:15][C:14]=2[O:21][CH3:22])[N:29]([CH2:28][CH2:27][C:26]2[CH:30]=[CH:31][CH:32]=[C:24]([F:23])[CH:25]=2)[C:5]=1[CH3:6])=[O:2].